This data is from Peptide-MHC class I binding affinity with 185,985 pairs from IEDB/IMGT. The task is: Regression. Given a peptide amino acid sequence and an MHC pseudo amino acid sequence, predict their binding affinity value. This is MHC class I binding data. (1) The peptide sequence is QLTPHTKAV. The MHC is HLA-A02:06 with pseudo-sequence HLA-A02:06. The binding affinity (normalized) is 0.363. (2) The peptide sequence is NNIEFNFTY. The MHC is HLA-A03:01 with pseudo-sequence HLA-A03:01. The binding affinity (normalized) is 0.0847.